Task: Predict the reaction yield, written as a fraction of the theoretical maximum amount of product (1.0 means a 100% yield; for example, 0.34 means a 34% yield).. Dataset: Reaction yield outcomes from USPTO patents with 853,638 reactions (1) The reactants are F[C:2]1[CH:7]=[CH:6][C:5]([S:8]([CH3:11])(=[O:10])=[O:9])=[CH:4][C:3]=1[C:12]1[C:21]2[C:16](=[CH:17][CH:18]=[CH:19][CH:20]=2)[C:15](=[O:22])[N:14]([CH3:23])[CH:13]=1.[NH2:24][C@H:25]1[CH2:30][CH2:29][C@H:28]([OH:31])[CH2:27][CH2:26]1.C([O-])([O-])=O.[Cs+].[Cs+].O. The yield is 0.369. The product is [NH2:24][C@H:25]1[CH2:30][CH2:29][C@H:28]([O:31][C:2]2[CH:7]=[CH:6][C:5]([S:8]([CH3:11])(=[O:10])=[O:9])=[CH:4][C:3]=2[C:12]2[C:21]3[C:16](=[CH:17][CH:18]=[CH:19][CH:20]=3)[C:15](=[O:22])[N:14]([CH3:23])[CH:13]=2)[CH2:27][CH2:26]1. The catalyst is CS(C)=O. (2) The reactants are [Cl:1][C:2]1[CH:9]=[C:8]([OH:10])[CH:7]=[C:6]([Cl:11])[C:3]=1[CH:4]=[O:5].[C:12](=O)([O-])[O-].[K+].[K+].CI. The catalyst is CN(C=O)C.O.C(OCC)(=O)C. The product is [Cl:1][C:2]1[CH:9]=[C:8]([O:10][CH3:12])[CH:7]=[C:6]([Cl:11])[C:3]=1[CH:4]=[O:5]. The yield is 0.870.